Dataset: Reaction yield outcomes from USPTO patents with 853,638 reactions. Task: Predict the reaction yield, written as a fraction of the theoretical maximum amount of product (1.0 means a 100% yield; for example, 0.34 means a 34% yield). The reactants are [CH3:1][C:2]1([CH3:31])[CH2:7][CH2:6][C:5]([C:8]2[CH:13]=[C:12]([C:14]3([OH:20])[CH2:19][CH2:18][O:17][CH2:16][CH2:15]3)[CH:11]=[CH:10][C:9]=2[NH:21][C:22]([C:24]2[NH:25][C:26]([C:29]#[N:30])=[CH:27][N:28]=2)=[O:23])=[CH:4][CH2:3]1.[C:32]([O:36]C)(=[O:35])[CH2:33]O.C(O)(C(F)(F)F)=O.[OH-].[K+]. The catalyst is C(Cl)Cl. The product is [C:29]([C:26]1[NH:25][C:24]([C:22]([NH:21][C:9]2[CH:10]=[CH:11][C:12]([C:14]3([O:20][CH2:33][C:32]([OH:36])=[O:35])[CH2:19][CH2:18][O:17][CH2:16][CH2:15]3)=[CH:13][C:8]=2[C:5]2[CH2:6][CH2:7][C:2]([CH3:31])([CH3:1])[CH2:3][CH:4]=2)=[O:23])=[N:28][CH:27]=1)#[N:30]. The yield is 0.300.